Dataset: Rat liver microsome stability data. Task: Regression/Classification. Given a drug SMILES string, predict its absorption, distribution, metabolism, or excretion properties. Task type varies by dataset: regression for continuous measurements (e.g., permeability, clearance, half-life) or binary classification for categorical outcomes (e.g., BBB penetration, CYP inhibition). Dataset: rlm. (1) The drug is Cc1ccc(S(=O)(=O)Nc2cc(C(=O)Nc3nc(-c4ccccc4)cs3)ccn2)cc1. The result is 0 (unstable in rat liver microsomes). (2) The molecule is CC(C)(C)NS(=O)(=O)c1ccc(-c2sc(C(=O)N[C@H]3C[C@H](C(=O)O)C3)nc2CC2CCCCC2)c2ccccc12. The result is 0 (unstable in rat liver microsomes). (3) The molecule is CCCc1ccc(C(=O)NC(=O)c2ccccc2O)cc1. The result is 1 (stable in rat liver microsomes). (4) The drug is CCN(c1ccccc1)S(=O)(=O)c1c(C)nc2scc(C)n2c1=O. The result is 1 (stable in rat liver microsomes). (5) The compound is O=C(Nc1nc(-c2ccc(Cl)s2)cs1)c1cccs1. The result is 1 (stable in rat liver microsomes). (6) The drug is CC#C[C@@H](Cc1nn[nH]n1)c1ccc(OCc2ccc3scc(C4CC4)c3c2)cc1. The result is 0 (unstable in rat liver microsomes). (7) The molecule is NC(=O)C1CCN(c2nc(-c3ccc(Br)cc3)cs2)CC1. The result is 1 (stable in rat liver microsomes).